This data is from Peptide-MHC class I binding affinity with 185,985 pairs from IEDB/IMGT. The task is: Regression. Given a peptide amino acid sequence and an MHC pseudo amino acid sequence, predict their binding affinity value. This is MHC class I binding data. (1) The peptide sequence is LTPLRDWA. The MHC is Mamu-A01 with pseudo-sequence Mamu-A01. The binding affinity (normalized) is 0.237. (2) The peptide sequence is YLLGLSAIM. The MHC is HLA-A68:02 with pseudo-sequence HLA-A68:02. The binding affinity (normalized) is 0.131. (3) The peptide sequence is FTILCLVPAY. The MHC is HLA-A30:02 with pseudo-sequence HLA-A30:02. The binding affinity (normalized) is 0.464. (4) The peptide sequence is KRMMVRHCL. The MHC is HLA-B45:06 with pseudo-sequence HLA-B45:06. The binding affinity (normalized) is 0.213. (5) The peptide sequence is ILLRKGHVF. The MHC is HLA-A02:01 with pseudo-sequence HLA-A02:01. The binding affinity (normalized) is 0.0847.